From a dataset of Catalyst prediction with 721,799 reactions and 888 catalyst types from USPTO. Predict which catalyst facilitates the given reaction. (1) Reactant: [C:1]([O:20][CH2:21][CH2:22][CH2:23][O:24][CH2:25][CH2:26][OH:27])([C:14]1[CH:19]=[CH:18][CH:17]=[CH:16][CH:15]=1)([C:8]1[CH:13]=[CH:12][CH:11]=[CH:10][CH:9]=1)[C:2]1[CH:7]=[CH:6][CH:5]=[CH:4][CH:3]=1.[S:28](Cl)([C:31]1[CH:37]=[CH:36][C:34]([CH3:35])=[CH:33][CH:32]=1)(=[O:30])=[O:29]. Product: [C:1]([O:20][CH2:21][CH2:22][CH2:23][O:24][CH2:25][CH2:26][O:27][S:28]([C:31]1[CH:37]=[CH:36][C:34]([CH3:35])=[CH:33][CH:32]=1)(=[O:30])=[O:29])([C:8]1[CH:13]=[CH:12][CH:11]=[CH:10][CH:9]=1)([C:14]1[CH:15]=[CH:16][CH:17]=[CH:18][CH:19]=1)[C:2]1[CH:3]=[CH:4][CH:5]=[CH:6][CH:7]=1. The catalyst class is: 17. (2) Reactant: Cl[C:2]1[N:7]=[C:6]([NH:8][C:9]2[CH:10]=[N:11][C:12]([O:15][CH3:16])=[CH:13][CH:14]=2)[C:5]([I:17])=[CH:4][N:3]=1.[CH:18]1([NH2:23])[CH2:22][CH2:21][CH2:20][CH2:19]1. Product: [CH:18]1([NH:23][C:2]2[N:7]=[C:6]([NH:8][C:9]3[CH:10]=[N:11][C:12]([O:15][CH3:16])=[CH:13][CH:14]=3)[C:5]([I:17])=[CH:4][N:3]=2)[CH2:22][CH2:21][CH2:20][CH2:19]1. The catalyst class is: 8.